Dataset: Reaction yield outcomes from USPTO patents with 853,638 reactions. Task: Predict the reaction yield, written as a fraction of the theoretical maximum amount of product (1.0 means a 100% yield; for example, 0.34 means a 34% yield). (1) The reactants are [F:1][C:2]1[CH:7]=[C:6]([F:8])[CH:5]=[C:4]([F:9])[CH:3]=1.[Al+3].[Cl-].[Cl-].[Cl-].Cl.[Cl:15][CH2:16][C:17](Cl)=[O:18]. The catalyst is ClC(Cl)C. The product is [Cl:15][CH2:16][C:17]([C:7]1[C:2]([F:1])=[CH:3][C:4]([F:9])=[CH:5][C:6]=1[F:8])=[O:18]. The yield is 0.510. (2) The reactants are C(Cl)(=O)C(Cl)=O.CS(C)=O.[CH:11]1([CH:16]([N:20]2[CH:24]=[C:23]([C:25]3[C:26]4[CH:33]=[CH:32][N:31]([CH2:34][O:35][CH2:36][CH2:37][Si:38]([CH3:41])([CH3:40])[CH3:39])[C:27]=4[N:28]=[CH:29][N:30]=3)[CH:22]=[N:21]2)[CH2:17][CH2:18][OH:19])[CH2:15][CH2:14][CH2:13][CH2:12]1.O. The catalyst is C(Cl)Cl. The product is [CH:11]1([CH:16]([N:20]2[CH:24]=[C:23]([C:25]3[C:26]4[CH:33]=[CH:32][N:31]([CH2:34][O:35][CH2:36][CH2:37][Si:38]([CH3:39])([CH3:41])[CH3:40])[C:27]=4[N:28]=[CH:29][N:30]=3)[CH:22]=[N:21]2)[CH2:17][CH:18]=[O:19])[CH2:15][CH2:14][CH2:13][CH2:12]1. The yield is 0.820. (3) The reactants are C[O:2][C:3](=[O:31])[CH2:4][CH2:5][C:6]12[CH2:13][C:10]([C:14]3[NH:22][C:21]4[C:20](=[O:23])[N:19]([CH2:24][CH2:25][CH3:26])[C:18](=[O:27])[N:17]([CH2:28][CH2:29][CH3:30])[C:16]=4[N:15]=3)([CH2:11][CH2:12]1)[CH2:9][CH2:8][CH2:7]2.[OH-].[Na+]. The catalyst is C1COCC1. The product is [O:27]=[C:18]1[N:17]([CH2:28][CH2:29][CH3:30])[C:16]2[N:15]=[C:14]([C:10]34[CH2:13][C:6]([CH2:5][CH2:4][C:3]([OH:31])=[O:2])([CH2:12][CH2:11]3)[CH2:7][CH2:8][CH2:9]4)[NH:22][C:21]=2[C:20](=[O:23])[N:19]1[CH2:24][CH2:25][CH3:26]. The yield is 0.320. (4) The reactants are C(O[C:6]([NH:8][CH:9]1[CH2:14][CH2:13][N:12]([CH:15]2[CH2:18][N:17]([C:19](OC(C)(C)C)=O)[CH2:16]2)[CH2:11][CH2:10]1)=O)(C)(C)C.[H-].[Al+3].[Li+].[H-].[H-].[H-].O.[OH-].[Na+]. The catalyst is O1CCCC1. The product is [CH3:6][NH:8][CH:9]1[CH2:14][CH2:13][N:12]([CH:15]2[CH2:16][N:17]([CH3:19])[CH2:18]2)[CH2:11][CH2:10]1. The yield is 0.834. (5) The reactants are P12(SP3(SP(SP(S3)(S1)=S)(=S)S2)=S)=[S:2].[F:15][C:16]1[C:17](=O)[NH:18][C:19](=[O:22])[NH:20][CH:21]=1.C(=O)([O-])O.[Na+].C(=O)=O. The catalyst is COCCOCCOC.O. The product is [F:15][C:16]1[C:17](=[S:2])[NH:18][C:19](=[O:22])[NH:20][CH:21]=1. The yield is 0.400. (6) The reactants are [CH2:1]([CH:3]1[CH2:7][CH:6]([OH:8])[CH2:5][CH:4]1[C:9]([O:11][CH2:12][CH3:13])=[O:10])[CH3:2].[OH-].[K+].[Cl:16][C:17]([Cl:21])([Cl:20])[C:18]#[N:19]. The catalyst is C(Cl)Cl.S([O-])(O)(=O)=O.C([N+](CCCC)(CCCC)CCCC)CCC. The product is [CH2:1]([CH:3]1[CH2:7][CH:6]([O:8][C:18](=[NH:19])[C:17]([Cl:21])([Cl:20])[Cl:16])[CH2:5][CH:4]1[C:9]([O:11][CH2:12][CH3:13])=[O:10])[CH3:2]. The yield is 0.450. (7) The reactants are [C:1]([O:9]CC)(=O)[CH2:2][C:3]([O:5][CH2:6][CH3:7])=[O:4].[H-].[Na+].[H][H].[CH3:16][C:17]1[CH:28]=[CH:27][C:20]2[NH:21]C(=O)[O:23][C:24](=O)[C:19]=2[CH:18]=1.Cl. The catalyst is CC(N(C)C)=O. The product is [CH2:6]([O:5][C:3]([C:2]1[C:1](=[O:9])[NH:21][C:20]2[C:19]([C:24]=1[OH:23])=[CH:18][C:17]([CH3:16])=[CH:28][CH:27]=2)=[O:4])[CH3:7]. The yield is 0.360. (8) The reactants are [Cl:1][C:2]1[CH:7]=[CH:6][C:5]([CH2:8][C:9]#[N:10])=[CH:4][C:3]=1[OH:11].C([O-])([O-])=O.[K+].[K+].[CH:18]1[CH:23]=[CH:22][C:21]([CH2:24]Br)=[CH:20][CH:19]=1. The catalyst is CC#N. The product is [CH2:24]([O:11][C:3]1[CH:4]=[C:5]([CH2:8][C:9]#[N:10])[CH:6]=[CH:7][C:2]=1[Cl:1])[C:21]1[CH:22]=[CH:23][CH:18]=[CH:19][CH:20]=1. The yield is 0.600. (9) The reactants are [C:9](O[C:9]([O:11][C:12]([CH3:15])([CH3:14])[CH3:13])=[O:10])([O:11][C:12]([CH3:15])([CH3:14])[CH3:13])=[O:10].[Br:16][C:17]1[CH:25]=[CH:24][C:20]([CH2:21][CH2:22][NH2:23])=[CH:19][CH:18]=1. The catalyst is CN(C)C1C=CN=CC=1.ClCCl. The product is [Br:16][C:17]1[CH:25]=[CH:24][C:20]([CH2:21][CH2:22][NH:23][C:9](=[O:10])[O:11][C:12]([CH3:13])([CH3:14])[CH3:15])=[CH:19][CH:18]=1. The yield is 0.220. (10) The reactants are [Cl:1][C:2]1[CH:3]=[C:4]([CH:35]=[CH:36][C:37]=1[Cl:38])[CH2:5][CH:6]1[C:15]2[C:10](=[CH:11][CH:12]=[C:13]([O:16][CH2:17][CH2:18][NH:19][S:20]([C:23]3[N:24]=[CH:25][N:26]([CH3:28])[CH:27]=3)(=[O:22])=[O:21])[CH:14]=2)[CH2:9][CH2:8][CH:7]1[NH:29][C:30](=O)OCC.[CH:39](=O)C.C(O)(=O)C.C([BH3-])#N.[Na+]. The yield is 0.250. The product is [Cl:1][C:2]1[CH:3]=[C:4]([CH:35]=[CH:36][C:37]=1[Cl:38])[CH2:5][CH:6]1[C:15]2[CH:14]=[C:13]([O:16][CH2:17][CH2:18][NH:19][S:20]([C:23]3[N:24]=[CH:25][N:26]([CH3:28])[CH:27]=3)(=[O:22])=[O:21])[CH:12]=[CH:11][C:10]=2[CH2:9][CH2:8][CH:7]1[NH:29][CH2:30][CH3:39]. The catalyst is ClCCl.O.CO.